This data is from Reaction yield outcomes from USPTO patents with 853,638 reactions. The task is: Predict the reaction yield, written as a fraction of the theoretical maximum amount of product (1.0 means a 100% yield; for example, 0.34 means a 34% yield). (1) The reactants are [H-].[Na+].C[CH:4]([CH2:8][CH3:9])[CH2:5][CH:6]=[O:7]. The catalyst is CCCCCC.C(COC)OC. The product is [CH3:4][CH:9]([CH2:5][CH3:6])[CH2:8][CH:4]=[CH:5][C:6]([O:7][CH2:9][CH3:8])=[O:7]. The yield is 0.610. (2) The reactants are [Cl:1][C:2]1[N:3]=[CH:4][CH:5]=[C:6]2[C:10]([CH3:11])=[C:9]([CH3:12])[N:8]([CH2:13][CH2:14][CH3:15])[C:7]=12.[CH3:16][C:17]1[CH:24]=[CH:23][C:20]([CH2:21][NH2:22])=[CH:19][CH:18]=1. No catalyst specified. The product is [ClH:1].[CH3:12][C:9]1[N:8]([CH2:13][CH2:14][CH3:15])[C:7]2=[C:2]([NH:22][CH2:21][C:20]3[CH:23]=[CH:24][C:17]([CH3:16])=[CH:18][CH:19]=3)[N:3]=[CH:4][CH:5]=[C:6]2[C:10]=1[CH3:11]. The yield is 0.350. (3) The reactants are [F:1][C:2]([F:13])([F:12])[C:3]1[CH:8]=[CH:7][C:6]([CH2:9][C:10]#[N:11])=[CH:5][CH:4]=1. The catalyst is N.[Ni].CO.C(Cl)(Cl)Cl. The product is [F:1][C:2]([F:12])([F:13])[C:3]1[CH:4]=[CH:5][C:6]([CH2:9][CH2:10][NH2:11])=[CH:7][CH:8]=1. The yield is 0.979. (4) The reactants are [Cl-].[Al+3].[Cl-].[Cl-].[H-].[Al+3].[Li+].[H-].[H-].[H-].[Cl:11][C:12]1[CH:31]=[CH:30][C:15]2[O:16][C:17]3[CH:29]=[CH:28][CH:27]=[CH:26][C:18]=3[C@H:19]3[CH2:23][N:22]([CH3:24])[C:21](=O)[C@@H:20]3[C:14]=2[CH:13]=1.[OH-].[Na+]. The catalyst is O1CCCC1.O.C1(C)C=CC=CC=1. The product is [Cl:11][C:12]1[CH:31]=[CH:30][C:15]2[O:16][C:17]3[CH:29]=[CH:28][CH:27]=[CH:26][C:18]=3[C@H:19]3[CH2:23][N:22]([CH3:24])[CH2:21][C@@H:20]3[C:14]=2[CH:13]=1. The yield is 0.990.